From a dataset of Peptide-MHC class II binding affinity with 134,281 pairs from IEDB. Regression. Given a peptide amino acid sequence and an MHC pseudo amino acid sequence, predict their binding affinity value. This is MHC class II binding data. (1) The peptide sequence is EPRAPWIEQEGPEY. The MHC is HLA-DQA10501-DQB10201 with pseudo-sequence HLA-DQA10501-DQB10201. The binding affinity (normalized) is 0.334. (2) The peptide sequence is SYNKRVFCEAVRRVA. The MHC is DRB1_1201 with pseudo-sequence DRB1_1201. The binding affinity (normalized) is 0. (3) The peptide sequence is FNILTGKKITAHLKRHHHHHH. The MHC is HLA-DQA10501-DQB10302 with pseudo-sequence HLA-DQA10501-DQB10302. The binding affinity (normalized) is 0. (4) The peptide sequence is MNDLQVSRTTDFTRL. The MHC is DRB1_0101 with pseudo-sequence DRB1_0101. The binding affinity (normalized) is 0.399. (5) The peptide sequence is MVLAGWLFHVRGARR. The MHC is DRB1_0901 with pseudo-sequence DRB1_0901. The binding affinity (normalized) is 0.551. (6) The peptide sequence is VFIPNYNVSVAEVLI. The MHC is DRB1_0301 with pseudo-sequence DRB1_0301. The binding affinity (normalized) is 0.190. (7) The peptide sequence is VLGLPAIKAWVAKRP. The MHC is HLA-DQA10501-DQB10301 with pseudo-sequence HLA-DQA10501-DQB10301. The binding affinity (normalized) is 0.157. (8) The binding affinity (normalized) is 0. The peptide sequence is KKPDKPSLDISLETVAID. The MHC is DRB1_1301 with pseudo-sequence DRB1_1301. (9) The peptide sequence is EYLNKIQNSLSTEWSPCSVT. The MHC is DRB5_0101 with pseudo-sequence DRB5_0101. The binding affinity (normalized) is 0. (10) The peptide sequence is LLNAKFFHMNIYECK. The MHC is DRB1_1101 with pseudo-sequence DRB1_1101. The binding affinity (normalized) is 0.428.